From a dataset of Catalyst prediction with 721,799 reactions and 888 catalyst types from USPTO. Predict which catalyst facilitates the given reaction. Reactant: Cl[C:2]1[CH:7]=[N:6][CH:5]=[C:4]([Cl:8])[N:3]=1.[CH2:9]([NH2:16])[C:10]1[CH:15]=[CH:14][CH:13]=[CH:12][CH:11]=1.C([O-])([O-])=O.[K+].[K+]. The catalyst class is: 245. Product: [CH2:9]([NH:16][C:2]1[CH:7]=[N:6][CH:5]=[C:4]([Cl:8])[N:3]=1)[C:10]1[CH:15]=[CH:14][CH:13]=[CH:12][CH:11]=1.